Dataset: Reaction yield outcomes from USPTO patents with 853,638 reactions. Task: Predict the reaction yield, written as a fraction of the theoretical maximum amount of product (1.0 means a 100% yield; for example, 0.34 means a 34% yield). (1) The reactants are Br[C:2]1[CH:7]=[C:6]([CH3:8])[CH:5]=[CH:4][C:3]=1[C:9]([O:14]COC)([CH2:12][CH3:13])[CH2:10][CH3:11].[Li]CCCC.[B:23](OC(C)C)(OC(C)C)[O:24]C(C)C. The catalyst is C1COCC1. The product is [CH2:10]([C:9]1([CH2:12][CH3:13])[O:14][B:23]([OH:24])[C:2]2[CH:7]=[C:6]([CH3:8])[CH:5]=[CH:4][C:3]1=2)[CH3:11]. The yield is 0.392. (2) The reactants are [Cl:1][C:2]1[CH:7]=[CH:6][C:5]([O:8][C:9]2[CH:14]=[CH:13][C:12]([CH:15](O)[CH3:16])=[CH:11][CH:10]=2)=[CH:4][C:3]=1[C:18]([F:21])([F:20])[F:19].S(Cl)([Cl:24])=O. The catalyst is C(Cl)Cl. The product is [Cl:1][C:2]1[CH:7]=[CH:6][C:5]([O:8][C:9]2[CH:14]=[CH:13][C:12]([CH:15]([Cl:24])[CH3:16])=[CH:11][CH:10]=2)=[CH:4][C:3]=1[C:18]([F:21])([F:20])[F:19]. The yield is 0.950. (3) The reactants are C(Cl)(=O)C(Cl)=O.CS(C)=O.[Br:11][C:12]1[S:16][CH:15]=[C:14]([C:17]([OH:22])([CH:19]([OH:21])[CH3:20])[CH3:18])[CH:13]=1.C(N(CC)CC)C. The catalyst is C(Cl)Cl.O. The product is [Br:11][C:12]1[S:16][CH:15]=[C:14]([C:17]([OH:22])([CH3:18])[C:19](=[O:21])[CH3:20])[CH:13]=1. The yield is 0.810. (4) The reactants are [CH2:1]1[C@@H:8]2[C@@H:4]([CH2:5][C:6](=[O:9])[CH2:7]2)[CH2:3][C:2]1=[O:10].[CH3:11][C:12]([CH3:17])([CH2:15]O)[CH2:13][OH:14].O.C1(C)C=CC(S(O)(=O)=O)=CC=1.C([O-])([O-])=O.[K+].[K+]. The catalyst is C1(C)C=CC=CC=1. The product is [CH3:11][C:12]1([CH3:17])[CH2:13][O:14][C:6]2([CH2:7][CH:8]3[CH:4]([CH2:3][C:2](=[O:10])[CH2:1]3)[CH2:5]2)[O:9][CH2:15]1. The yield is 0.458. (5) The reactants are [CH2:1]([O:3][C:4]([C:6]1[C:7]([CH3:13])=[N:8][C:9]([NH2:12])=[N:10][CH:11]=1)=[O:5])[CH3:2].[Br:14][C:15]1[CH:20]=[CH:19][C:18](Br)=[CH:17][CH:16]=1.C(O[K])(C)(C)C. The catalyst is C1C=CC(/C=C/C(/C=C/C2C=CC=CC=2)=O)=CC=1.C1C=CC(/C=C/C(/C=C/C2C=CC=CC=2)=O)=CC=1.C1C=CC(/C=C/C(/C=C/C2C=CC=CC=2)=O)=CC=1.[Pd].[Pd].C1(P(C2C=CC=CC=2)C2C3OC4C(=CC=CC=4P(C4C=CC=CC=4)C4C=CC=CC=4)C(C)(C)C=3C=CC=2)C=CC=CC=1.C1(C)C=CC=CC=1. The product is [CH2:1]([O:3][C:4]([C:6]1[C:7]([CH3:13])=[N:8][C:9]([NH:12][C:18]2[CH:19]=[CH:20][C:15]([Br:14])=[CH:16][CH:17]=2)=[N:10][CH:11]=1)=[O:5])[CH3:2]. The yield is 0.600.